Dataset: Forward reaction prediction with 1.9M reactions from USPTO patents (1976-2016). Task: Predict the product of the given reaction. Given the reactants Cl.[Cl:2][C:3]1[CH:8]=[CH:7][C:6]([CH2:9][CH:10]([C:14]2[CH:19]=[CH:18][CH:17]=[CH:16][CH:15]=2)[CH:11](N)C)=[CH:5][CH:4]=1.[OH2:20].[OH-:21].[Li+], predict the reaction product. The product is: [Cl:2][C:3]1[CH:8]=[CH:7][C:6]([CH2:9][CH:10]([C:14]2[CH:19]=[CH:18][CH:17]=[CH:16][CH:15]=2)[C:11]([OH:21])=[O:20])=[CH:5][CH:4]=1.